From a dataset of Reaction yield outcomes from USPTO patents with 853,638 reactions. Predict the reaction yield, written as a fraction of the theoretical maximum amount of product (1.0 means a 100% yield; for example, 0.34 means a 34% yield). (1) The product is [Br:1][C:2]1[C:15]2[C:6](=[C:7]([C:24]3[CH:29]=[CH:28][CH:27]=[CH:26][CH:25]=3)[C:8]3[C:13]([C:14]=2[C:17]2[CH:22]=[CH:21][CH:20]=[CH:19][CH:18]=2)=[CH:12][CH:11]=[CH:10][CH:9]=3)[CH:5]=[CH:4][CH:3]=1. The catalyst is C(O)(=O)C. The reactants are [Br:1][C:2]1[C:15]2[C:14]([C:17]3[CH:22]=[CH:21][CH:20]=[CH:19][CH:18]=3)(O)[C:13]3[C:8](=[CH:9][CH:10]=[CH:11][CH:12]=3)[C:7]([C:24]3[CH:29]=[CH:28][CH:27]=[CH:26][CH:25]=3)(O)[C:6]=2[CH:5]=[CH:4][CH:3]=1.[I-].[K+].O.[PH2](=O)[O-].[Na+].[PH2](=O)O. The yield is 0.0380. (2) The reactants are [NH2:1][C:2]1[CH:7]=[C:6]([CH3:8])[C:5](Br)=[CH:4][N:3]=1.[C:10]([O:14][CH2:15][CH3:16])(=[O:13])[CH:11]=[CH2:12].CCN(C(C)C)C(C)C.C1(C)C=CC=CC=1P(C1C=CC=CC=1C)C1C=CC=CC=1C. The catalyst is C(#N)CC.C([O-])(=O)C.[Pd+2].C([O-])(=O)C. The product is [NH2:1][C:2]1[N:3]=[CH:4][C:5](/[CH:12]=[CH:11]/[C:10]([O:14][CH2:15][CH3:16])=[O:13])=[C:6]([CH3:8])[CH:7]=1. The yield is 0.590. (3) The reactants are Br[C:2]1[C:3](=[O:11])[N:4]([CH3:10])[C:5](=[O:9])[N:6]([CH3:8])[N:7]=1.[CH2:12]([CH:19]1[CH2:24][CH2:23][NH:22][CH2:21][CH2:20]1)[C:13]1[CH:18]=[CH:17][CH:16]=[CH:15][CH:14]=1. No catalyst specified. The product is [CH2:3]([OH:11])[CH2:2][CH2:12][CH3:13].[CH2:12]([CH:19]1[CH2:24][CH2:23][N:22]([C:2]2[C:3](=[O:11])[N:4]([CH3:10])[C:5](=[O:9])[N:6]([CH3:8])[N:7]=2)[CH2:21][CH2:20]1)[C:13]1[CH:18]=[CH:17][CH:16]=[CH:15][CH:14]=1. The yield is 0.930. (4) The reactants are O=P12OP3(OP(OP(O3)(O1)=O)(=O)O2)=O.CS(O)(=O)=O.[C:20]([NH:23][NH:24][C:25](=O)[CH2:26][C@@:27]1([C:43]2[CH:48]=[CH:47][CH:46]=[CH:45][CH:44]=2)[O:32][C:31](=[O:33])[N:30]([C@H:34]([C:36]2[CH:41]=[CH:40][C:39]([Br:42])=[CH:38][CH:37]=2)[CH3:35])[CH2:29][CH2:28]1)(=[O:22])[CH3:21].C(=O)([O-])[O-].[Na+].[Na+]. No catalyst specified. The product is [Br:42][C:39]1[CH:38]=[CH:37][C:36]([C@@H:34]([N:30]2[CH2:29][CH2:28][C@:27]([CH2:26][C:25]3[O:22][C:20]([CH3:21])=[N:23][N:24]=3)([C:43]3[CH:48]=[CH:47][CH:46]=[CH:45][CH:44]=3)[O:32][C:31]2=[O:33])[CH3:35])=[CH:41][CH:40]=1. The yield is 0.0500. (5) The catalyst is CCOCC. The reactants are [OH:1]/[N:2]=[C:3](\Cl)/[C:4]1[CH:9]=[CH:8][CH:7]=[CH:6][CH:5]=1.[C:11]([O:19][CH3:20])(=[O:18])[C:12]#[C:13][C:14]([O:16][CH3:17])=[O:15].CCN(CC)CC. The product is [C:4]1([C:3]2[C:13]([C:14]([O:16][CH3:17])=[O:15])=[C:12]([C:11]([O:19][CH3:20])=[O:18])[O:1][N:2]=2)[CH:9]=[CH:8][CH:7]=[CH:6][CH:5]=1. The yield is 1.00. (6) The yield is 0.460. The catalyst is N1C=CC=CC=1. The reactants are [Cl:1][C:2]1[CH:3]=[C:4]([NH2:20])[CH:5]=[C:6]([Cl:19])[C:7]=1[O:8][C:9]1[S:10][C:11]2[CH:17]=[C:16]([Cl:18])[CH:15]=[CH:14][C:12]=2[N:13]=1.[Cl:21][C:22]1[CH:27]=[C:26]([Cl:28])[CH:25]=[CH:24][C:23]=1[S:29](Cl)(=[O:31])=[O:30].O.Cl. The product is [Cl:21][C:22]1[CH:27]=[C:26]([Cl:28])[CH:25]=[CH:24][C:23]=1[S:29]([NH:20][C:4]1[CH:3]=[C:2]([Cl:1])[C:7]([O:8][C:9]2[S:10][C:11]3[CH:17]=[C:16]([Cl:18])[CH:15]=[CH:14][C:12]=3[N:13]=2)=[C:6]([Cl:19])[CH:5]=1)(=[O:31])=[O:30]. (7) The product is [F:20][C:17]([F:18])([F:19])[C:12]([C:3]1[CH:4]=[CH:5][C:6]2[C:11](=[CH:10][CH:9]=[CH:8][CH:7]=2)[C:2]=1[NH:1][C:27]([C:23]1[O:22][CH:26]=[CH:25][CH:24]=1)=[O:28])([OH:21])[C:13]([F:14])([F:15])[F:16]. The yield is 0.430. The reactants are [NH2:1][C:2]1[C:11]2[C:6](=[CH:7][CH:8]=[CH:9][CH:10]=2)[CH:5]=[CH:4][C:3]=1[C:12]([OH:21])([C:17]([F:20])([F:19])[F:18])[C:13]([F:16])([F:15])[F:14].[O:22]1[CH:26]=[CH:25][CH:24]=[C:23]1[C:27](Cl)=[O:28].C([O-])([O-])=O.[K+].[K+]. The catalyst is CO. (8) The reactants are [CH3:1][N:2]1[C:6]([CH:7]2[C:16](=O)[C:15]3[C:14]([C:18]([O:20]CC)=O)=[CH:13][CH:12]=[CH:11][C:10]=3[NH:9][CH:8]2[C:23]2[CH:28]=[CH:27][CH:26]=[CH:25][CH:24]=2)=[N:5][CH:4]=[N:3]1.O.[NH2:30][NH2:31]. The catalyst is CO. The product is [CH3:1][N:2]1[C:6]([CH:7]2[C:16]3=[N:30][NH:31][C:18](=[O:20])[C:14]4[CH:13]=[CH:12][CH:11]=[C:10]([C:15]=43)[NH:9][CH:8]2[C:23]2[CH:28]=[CH:27][CH:26]=[CH:25][CH:24]=2)=[N:5][CH:4]=[N:3]1. The yield is 0.300. (9) The reactants are [NH2:1][C:2]1[CH:10]=[C:9]([O:11][CH3:12])[CH:8]=[C:7]([O:13][CH3:14])[C:3]=1[C:4]([OH:6])=[O:5].[CH3:15][Si](C=[N+]=[N-])(C)C. The catalyst is CO.C1COCC1.C(OCC)C. The product is [NH2:1][C:2]1[CH:10]=[C:9]([O:11][CH3:12])[CH:8]=[C:7]([O:13][CH3:14])[C:3]=1[C:4]([O:6][CH3:15])=[O:5]. The yield is 0.760.